This data is from Full USPTO retrosynthesis dataset with 1.9M reactions from patents (1976-2016). The task is: Predict the reactants needed to synthesize the given product. (1) Given the product [NH2:30][O:29][CH2:28][CH2:27][CH:24]1[CH2:25][CH2:26][N:21]([C:4](=[O:20])[CH2:5][CH2:6][CH2:7][CH2:8][CH2:9][CH2:10][CH2:11][CH2:12][CH2:13][CH2:14][CH2:15][CH2:16][CH2:17][CH2:18][CH3:19])[CH2:22][CH2:23]1, predict the reactants needed to synthesize it. The reactants are: O.NN.[C:4]([N:21]1[CH2:26][CH2:25][CH:24]([CH2:27][CH2:28][O:29][N:30]2C(=O)C3C(=CC=CC=3)C2=O)[CH2:23][CH2:22]1)(=[O:20])[CH2:5][CH2:6][CH2:7][CH2:8][CH2:9][CH2:10][CH2:11][CH2:12][CH2:13][CH2:14][CH2:15][CH2:16][CH2:17][CH2:18][CH3:19]. (2) Given the product [O:36]1[CH2:33][CH2:40][CH:12]1[CH2:11][O:10][C:7]1[C:6]2[CH:18]=[C:2]([C:25]3[CH:26]=[CH:27][C:22]([O:21][C:20]([F:32])([F:31])[F:19])=[CH:23][CH:24]=3)[CH:3]=[CH:4][C:5]=2[O:9][N:8]=1, predict the reactants needed to synthesize it. The reactants are: Br[C:2]1[CH:3]=[CH:4][C:5]2[O:9][N:8]=[C:7]([O:10][CH2:11][C:12]3N=CC=CN=3)[C:6]=2[CH:18]=1.[F:19][C:20]([F:32])([F:31])[O:21][C:22]1[CH:27]=[CH:26][C:25](B(O)O)=[CH:24][CH:23]=1.[C:33](=[O:36])([O-])[O-].[K+].[K+].O.[CH3:40]N(C=O)C. (3) Given the product [F:33][C:34]1[CH:39]=[C:38]([C:2]2[C:3]([N:20]3[CH2:25][CH2:24][N:23]([C:26]([O:28][C:29]([CH3:32])([CH3:31])[CH3:30])=[O:27])[CH2:22][CH2:21]3)=[C:4]3[CH:10]=[N:9][N:8]([CH2:11][C:12]4[CH:17]=[CH:16][C:15]([O:18][CH3:19])=[CH:14][CH:13]=4)[C:5]3=[N:6][CH:7]=2)[CH:37]=[CH:36][CH:35]=1, predict the reactants needed to synthesize it. The reactants are: Br[C:2]1[C:3]([N:20]2[CH2:25][CH2:24][N:23]([C:26]([O:28][C:29]([CH3:32])([CH3:31])[CH3:30])=[O:27])[CH2:22][CH2:21]2)=[C:4]2[CH:10]=[N:9][N:8]([CH2:11][C:12]3[CH:17]=[CH:16][C:15]([O:18][CH3:19])=[CH:14][CH:13]=3)[C:5]2=[N:6][CH:7]=1.[F:33][C:34]1[CH:35]=[C:36](B(O)O)[CH:37]=[CH:38][CH:39]=1.C([O-])([O-])=O.[Cs+].[Cs+].